From a dataset of NCI-60 drug combinations with 297,098 pairs across 59 cell lines. Regression. Given two drug SMILES strings and cell line genomic features, predict the synergy score measuring deviation from expected non-interaction effect. (1) Drug 1: COC1=C(C=C2C(=C1)N=CN=C2NC3=CC(=C(C=C3)F)Cl)OCCCN4CCOCC4. Drug 2: C1=CC=C(C=C1)NC(=O)CCCCCCC(=O)NO. Cell line: NCI/ADR-RES. Synergy scores: CSS=44.9, Synergy_ZIP=-1.66, Synergy_Bliss=1.21, Synergy_Loewe=1.34, Synergy_HSA=3.18. (2) Drug 2: C1=CN(C(=O)N=C1N)C2C(C(C(O2)CO)O)O.Cl. Drug 1: C1=NC2=C(N1)C(=S)N=C(N2)N. Synergy scores: CSS=25.3, Synergy_ZIP=-1.75, Synergy_Bliss=-2.02, Synergy_Loewe=-0.592, Synergy_HSA=1.58. Cell line: UACC62. (3) Drug 1: COC1=C(C=C2C(=C1)N=CN=C2NC3=CC(=C(C=C3)F)Cl)OCCCN4CCOCC4. Drug 2: CC1=C(C(=CC=C1)Cl)NC(=O)C2=CN=C(S2)NC3=CC(=NC(=N3)C)N4CCN(CC4)CCO. Cell line: TK-10. Synergy scores: CSS=59.7, Synergy_ZIP=3.75, Synergy_Bliss=3.32, Synergy_Loewe=7.02, Synergy_HSA=10.3.